This data is from Ames mutagenicity test results for genotoxicity prediction. The task is: Regression/Classification. Given a drug SMILES string, predict its toxicity properties. Task type varies by dataset: regression for continuous values (e.g., LD50, hERG inhibition percentage) or binary classification for toxic/non-toxic outcomes (e.g., AMES mutagenicity, cardiotoxicity, hepatotoxicity). Dataset: ames. (1) The compound is Cc1cc2c(c3cc4ccccc4cc13)C=CC(O)C2O. The result is 1 (mutagenic). (2) The compound is CN(C)c1ccc(N=Nc2ccc(OC3OC(CO)C(O)C(O)C3O)cc2)cc1. The result is 0 (non-mutagenic). (3) The compound is O=C(O)c1cn(C2CC2)c2cc(N3CCNCC3)c(F)cc2c1=O. The result is 1 (mutagenic). (4) The result is 0 (non-mutagenic). The drug is Nc1nnc(S)s1.